This data is from NCI-60 drug combinations with 297,098 pairs across 59 cell lines. The task is: Regression. Given two drug SMILES strings and cell line genomic features, predict the synergy score measuring deviation from expected non-interaction effect. (1) Drug 1: CS(=O)(=O)C1=CC(=C(C=C1)C(=O)NC2=CC(=C(C=C2)Cl)C3=CC=CC=N3)Cl. Drug 2: CC1=C(C(=CC=C1)Cl)NC(=O)C2=CN=C(S2)NC3=CC(=NC(=N3)C)N4CCN(CC4)CCO. Cell line: MOLT-4. Synergy scores: CSS=15.5, Synergy_ZIP=-2.16, Synergy_Bliss=-0.587, Synergy_Loewe=-4.48, Synergy_HSA=-1.87. (2) Drug 1: C(CC(=O)O)C(=O)CN.Cl. Drug 2: C1C(C(OC1N2C=NC3=C2NC=NCC3O)CO)O. Cell line: A498. Synergy scores: CSS=1.52, Synergy_ZIP=-2.37, Synergy_Bliss=-1.93, Synergy_Loewe=-1.77, Synergy_HSA=-1.83. (3) Drug 1: CC12CCC3C(C1CCC2=O)CC(=C)C4=CC(=O)C=CC34C. Drug 2: CN(CCCl)CCCl.Cl. Cell line: IGROV1. Synergy scores: CSS=51.7, Synergy_ZIP=0.289, Synergy_Bliss=4.51, Synergy_Loewe=-3.42, Synergy_HSA=5.35. (4) Synergy scores: CSS=3.02, Synergy_ZIP=-0.655, Synergy_Bliss=-1.94, Synergy_Loewe=-38.4, Synergy_HSA=-7.21. Drug 1: C1=CC(=CC=C1CCC2=CNC3=C2C(=O)NC(=N3)N)C(=O)NC(CCC(=O)O)C(=O)O. Cell line: MDA-MB-435. Drug 2: CS(=O)(=O)CCNCC1=CC=C(O1)C2=CC3=C(C=C2)N=CN=C3NC4=CC(=C(C=C4)OCC5=CC(=CC=C5)F)Cl. (5) Drug 1: C1=CC(=CC=C1CCC2=CNC3=C2C(=O)NC(=N3)N)C(=O)NC(CCC(=O)O)C(=O)O. Drug 2: C(=O)(N)NO. Cell line: K-562. Synergy scores: CSS=51.9, Synergy_ZIP=2.27, Synergy_Bliss=3.96, Synergy_Loewe=-15.2, Synergy_HSA=3.51.